Dataset: Full USPTO retrosynthesis dataset with 1.9M reactions from patents (1976-2016). Task: Predict the reactants needed to synthesize the given product. (1) Given the product [C:1]([O:5][C:6]([CH:8]([CH3:24])[CH2:9][C:10]1[S:14][C:13]([CH2:15][O:16][Si:17]([C:20]([CH3:23])([CH3:22])[CH3:21])([CH3:18])[CH3:19])=[N:12][CH:11]=1)=[O:7])([CH3:2])([CH3:4])[CH3:3], predict the reactants needed to synthesize it. The reactants are: [C:1]([O:5][C:6]([C:8]([CH3:24])=[CH:9][C:10]1[S:14][C:13]([CH2:15][O:16][Si:17]([C:20]([CH3:23])([CH3:22])[CH3:21])([CH3:19])[CH3:18])=[N:12][CH:11]=1)=[O:7])([CH3:4])([CH3:3])[CH3:2]. (2) Given the product [I:10][CH:4]1[CH:5]2[CH2:6][CH:1]([C:7](=[O:9])[O:8]2)[CH2:2][CH2:3]1, predict the reactants needed to synthesize it. The reactants are: [CH:1]1([C:7]([OH:9])=[O:8])[CH2:6][CH2:5][CH:4]=[CH:3][CH2:2]1.[I-:10].[K+].C(=O)([O-])O.[Na+].II. (3) Given the product [Br:1][C:2]1[C:7]([CH3:8])=[CH:6][C:5]([C:15]2[CH:16]=[CH:17][N:12]([CH3:11])[C:13](=[O:21])[CH:14]=2)=[CH:4][C:3]=1[CH3:10], predict the reactants needed to synthesize it. The reactants are: [Br:1][C:2]1[C:7]([CH3:8])=[CH:6][C:5](I)=[CH:4][C:3]=1[CH3:10].[CH3:11][N:12]1[CH:17]=[CH:16][C:15](B(O)O)=[CH:14][C:13]1=[O:21]. (4) Given the product [CH:40]1([NH:39][C:35]2[N:34]=[C:33]([C:32]3[C:31]([C:45]4[CH:46]=[CH:47][C:48]([O:51][CH3:52])=[CH:49][CH:50]=4)=[N:30][N:29]4[C:24]([NH:23][CH2:22][CH2:21][CH2:20][CH2:19][NH:18][C:9]([NH2:10])=[NH:8])=[CH:25][CH:26]=[CH:27][C:28]=34)[CH:38]=[CH:37][N:36]=2)[CH2:44][CH2:43][CH2:42][CH2:41]1, predict the reactants needed to synthesize it. The reactants are: C(OC([NH:8][C:9]([NH:18][CH2:19][CH2:20][CH2:21][CH2:22][NH:23][C:24]1[N:29]2[N:30]=[C:31]([C:45]3[CH:50]=[CH:49][C:48]([O:51][CH3:52])=[CH:47][CH:46]=3)[C:32]([C:33]3[CH:38]=[CH:37][N:36]=[C:35]([NH:39][CH:40]4[CH2:44][CH2:43][CH2:42][CH2:41]4)[N:34]=3)=[C:28]2[CH:27]=[CH:26][CH:25]=1)=[N:10]C(OC(C)(C)C)=O)=O)(C)(C)C.FC(F)(F)C(O)=O. (5) The reactants are: [H-].[Na+].[CH3:3][C:4]1[CH:5]=[C:6]([OH:11])[CH:7]=[C:8]([CH3:10])[CH:9]=1.[Br:12][C:13]1[CH:14]=[C:15]([S:22]([N:25]2[CH2:30][CH2:29][N:28]([C:31]([O:33][C:34]([CH3:37])([CH3:36])[CH3:35])=[O:32])[CH2:27][CH2:26]2)(=[O:24])=[O:23])[CH:16]=[C:17]([N+]([O-])=O)[CH:18]=1. Given the product [Br:12][C:13]1[CH:14]=[C:15]([S:22]([N:25]2[CH2:26][CH2:27][N:28]([C:31]([O:33][C:34]([CH3:37])([CH3:36])[CH3:35])=[O:32])[CH2:29][CH2:30]2)(=[O:23])=[O:24])[CH:16]=[C:17]([O:11][C:6]2[CH:7]=[C:8]([CH3:10])[CH:9]=[C:4]([CH3:3])[CH:5]=2)[CH:18]=1, predict the reactants needed to synthesize it.